From a dataset of NCI-60 drug combinations with 297,098 pairs across 59 cell lines. Regression. Given two drug SMILES strings and cell line genomic features, predict the synergy score measuring deviation from expected non-interaction effect. Drug 1: CCCS(=O)(=O)NC1=C(C(=C(C=C1)F)C(=O)C2=CNC3=C2C=C(C=N3)C4=CC=C(C=C4)Cl)F. Drug 2: C1CCC(C(C1)N)N.C(=O)(C(=O)[O-])[O-].[Pt+4]. Cell line: RPMI-8226. Synergy scores: CSS=25.3, Synergy_ZIP=1.53, Synergy_Bliss=5.94, Synergy_Loewe=-14.3, Synergy_HSA=2.23.